From a dataset of Full USPTO retrosynthesis dataset with 1.9M reactions from patents (1976-2016). Predict the reactants needed to synthesize the given product. (1) The reactants are: [CH2:1]([O:4][N:5]([CH:18]1[CH2:23][N:22]([C:24]([O:26][C:27]([CH3:30])([CH3:29])[CH3:28])=[O:25])[C@H:21]([C:31]([OH:33])=O)[CH:20]=[C:19]1[CH2:34][C:35]([NH2:37])=[O:36])[S:6]([C:9]1[CH:14]=[CH:13][CH:12]=[CH:11][C:10]=1[N+:15]([O-:17])=[O:16])(=[O:8])=[O:7])[CH:2]=[CH2:3].[Cl-].[NH4+].C[N:41](C(ON1N=NC2C=CC=NC1=2)=[N+](C)C)C.F[P-](F)(F)(F)(F)F.CCN(C(C)C)C(C)C. Given the product [CH2:1]([O:4][N:5]([CH:18]1[CH2:23][N:22]([C:24]([O:26][C:27]([CH3:28])([CH3:30])[CH3:29])=[O:25])[C@H:21]([C:31](=[O:33])[NH2:41])[CH:20]=[C:19]1[CH2:34][C:35]([NH2:37])=[O:36])[S:6]([C:9]1[CH:14]=[CH:13][CH:12]=[CH:11][C:10]=1[N+:15]([O-:17])=[O:16])(=[O:8])=[O:7])[CH:2]=[CH2:3], predict the reactants needed to synthesize it. (2) Given the product [CH3:16][C:4]1[S:3][C:2]2=[N:1][C:18]([CH3:17])=[C:19]([C:20](=[O:22])[CH3:21])[C:7]([C:9]3[CH:14]=[CH:13][CH:12]=[CH:11][CH:10]=3)=[C:6]2[C:5]=1[CH3:15], predict the reactants needed to synthesize it. The reactants are: [NH2:1][C:2]1[S:3][C:4]([CH3:16])=[C:5]([CH3:15])[C:6]=1[C:7]([C:9]1[CH:14]=[CH:13][CH:12]=[CH:11][CH:10]=1)=O.[CH3:17][C:18](=O)[CH2:19][C:20](=[O:22])[CH3:21]. (3) Given the product [F:15][C:11]1[C:10]([O:16][CH2:17][C:18]2[CH:23]=[CH:22][CH:21]=[CH:20][CH:19]=2)=[C:9]([C:5]2[N:4]([CH2:24][CH2:25][C:26]3[CH:31]=[CH:30][CH:29]=[CH:28][CH:27]=3)[C:3](=[O:32])[C:2]([Sn:44]([CH3:50])([CH3:49])[CH3:43])=[C:7]([CH3:8])[N:6]=2)[CH:14]=[CH:13][CH:12]=1, predict the reactants needed to synthesize it. The reactants are: Br[C:2]1[C:3](=[O:32])[N:4]([CH2:24][CH2:25][C:26]2[CH:31]=[CH:30][CH:29]=[CH:28][CH:27]=2)[C:5]([C:9]2[CH:14]=[CH:13][CH:12]=[C:11]([F:15])[C:10]=2[O:16][CH2:17][C:18]2[CH:23]=[CH:22][CH:21]=[CH:20][CH:19]=2)=[N:6][C:7]=1[CH3:8].BrC1SC2CCCCC=2N=1.[CH3:43][Sn:44]([CH3:50])([CH3:49])[Sn:44]([CH3:50])([CH3:49])[CH3:43]. (4) The reactants are: CS(O)(=O)=O.[CH3:6][S:7]([O:10][C:11]1[CH:16]=[CH:15][C:14]([C:17]2[C:18]([C:23]([OH:25])=O)=[CH:19][CH:20]=[CH:21][CH:22]=2)=[CH:13][CH:12]=1)(=[O:9])=[O:8].[NH2:26][C:27]1[CH:32]=[CH:31][C:30]([N:33]([CH2:36][CH2:37][C:38]2[CH:43]=[CH:42][CH:41]=[CH:40][N:39]=2)[CH:34]=[O:35])=[CH:29][CH:28]=1.C(N(CC)CC)C.C(OCC)(=O)C. Given the product [CH3:6][S:7]([O:10][C:11]1[CH:12]=[CH:13][C:14]([C:17]2[CH:22]=[CH:21][CH:20]=[CH:19][C:18]=2[C:23]([NH:26][C:27]2[CH:28]=[CH:29][C:30]([N:33]([CH:34]=[O:35])[CH2:36][CH2:37][C:38]3[CH:43]=[CH:42][CH:41]=[CH:40][N:39]=3)=[CH:31][CH:32]=2)=[O:25])=[CH:15][CH:16]=1)(=[O:8])=[O:9], predict the reactants needed to synthesize it. (5) Given the product [F:35][C:36]([F:38])([F:37])[C:39]1[O:1][N:2]=[C:3]([CH2:4][CH2:5][N:6]2[C:14]3[C:9](=[CH:10][CH:11]=[CH:12][CH:13]=3)[C:8]3([C:18]4=[CH:19][C:20]5[O:24][CH2:23][O:22][C:21]=5[CH:25]=[C:17]4[O:16][CH2:15]3)[C:7]2=[O:26])[N:27]=1, predict the reactants needed to synthesize it. The reactants are: [OH:1][N:2]=[C:3]([NH2:27])[CH2:4][CH2:5][N:6]1[C:14]2[C:9](=[CH:10][CH:11]=[CH:12][CH:13]=2)[C:8]2([C:18]3=[CH:19][C:20]4[O:24][CH2:23][O:22][C:21]=4[CH:25]=[C:17]3[O:16][CH2:15]2)[C:7]1=[O:26].C(NC(C)C)(C)C.[F:35][C:36]([CH2:39]C(OC(=O)[CH2:39][C:36]([F:38])([F:37])[F:35])=O)([F:38])[F:37]. (6) Given the product [Br:1][C:2]1[CH:3]=[C:4]([C:8]2[CH:13]=[CH:12][C:11]([C:14]([NH:17][CH2:21][CH2:22][OH:23])([CH3:15])[CH3:16])=[CH:10][CH:9]=2)[CH:5]=[N:6][CH:7]=1, predict the reactants needed to synthesize it. The reactants are: [Br:1][C:2]1[CH:3]=[C:4]([C:8]2[CH:13]=[CH:12][C:11]([C:14]([NH2:17])([CH3:16])[CH3:15])=[CH:10][CH:9]=2)[CH:5]=[N:6][CH:7]=1.[H-].[Na+].Br[CH2:21][CH2:22][OH:23].[OH-].[Na+].